From a dataset of NCI-60 drug combinations with 297,098 pairs across 59 cell lines. Regression. Given two drug SMILES strings and cell line genomic features, predict the synergy score measuring deviation from expected non-interaction effect. (1) Drug 1: CCC1(C2=C(COC1=O)C(=O)N3CC4=CC5=C(C=CC(=C5CN(C)C)O)N=C4C3=C2)O.Cl. Drug 2: C1C(C(OC1N2C=NC(=NC2=O)N)CO)O. Cell line: SK-MEL-28. Synergy scores: CSS=14.8, Synergy_ZIP=-2.30, Synergy_Bliss=3.46, Synergy_Loewe=-2.97, Synergy_HSA=0.989. (2) Drug 1: C1C(C(OC1N2C=C(C(=O)NC2=O)F)CO)O. Drug 2: C1=CC=C(C(=C1)C(C2=CC=C(C=C2)Cl)C(Cl)Cl)Cl. Cell line: MDA-MB-435. Synergy scores: CSS=0.510, Synergy_ZIP=-0.813, Synergy_Bliss=-1.74, Synergy_Loewe=-7.71, Synergy_HSA=-3.96. (3) Drug 1: C1=C(C(=O)NC(=O)N1)N(CCCl)CCCl. Drug 2: C1=CN(C(=O)N=C1N)C2C(C(C(O2)CO)O)O.Cl. Cell line: KM12. Synergy scores: CSS=3.71, Synergy_ZIP=-5.72, Synergy_Bliss=-11.0, Synergy_Loewe=-8.16, Synergy_HSA=-8.32. (4) Drug 1: C1CC(C1)(C(=O)O)C(=O)O.[NH2-].[NH2-].[Pt+2]. Drug 2: CN1C(=O)N2C=NC(=C2N=N1)C(=O)N. Cell line: HL-60(TB). Synergy scores: CSS=62.4, Synergy_ZIP=-3.46, Synergy_Bliss=-3.77, Synergy_Loewe=-19.9, Synergy_HSA=-1.33.